From a dataset of Catalyst prediction with 721,799 reactions and 888 catalyst types from USPTO. Predict which catalyst facilitates the given reaction. (1) Reactant: O[C:2]1[C:11]2[C:6](=[CH:7][CH:8]=[C:9]([C:12]([F:15])([F:14])[F:13])[CH:10]=2)[N:5]=[C:4]([C:16]#[N:17])[CH:3]=1.C1CN([P+](Br)(N2CCCC2)N2CCCC2)CC1.F[P-](F)(F)(F)(F)F.[NH2:42][CH2:43][C:44]([O:46][C:47]([CH3:50])([CH3:49])[CH3:48])=[O:45]. Product: [C:16]([C:4]1[CH:3]=[C:2]([NH:42][CH2:43][C:44]([O:46][C:47]([CH3:50])([CH3:49])[CH3:48])=[O:45])[C:11]2[C:6](=[CH:7][CH:8]=[C:9]([C:12]([F:15])([F:14])[F:13])[CH:10]=2)[N:5]=1)#[N:17]. The catalyst class is: 12. (2) Reactant: Cl.[N:2]1([NH2:8])[CH2:7][CH2:6][CH2:5][CH2:4][CH2:3]1.C[Al](C)C.[Cl:13][C:14]1[CH:19]=[CH:18][C:17]([C:20]2[N:21]=[C:22]([CH2:38][N:39]3[C:43]([CH3:44])=[N:42][N:41]=[N:40]3)[C:23]([C:33](OCC)=[O:34])=[N:24][C:25]=2[C:26]2[CH:31]=[CH:30][C:29]([Cl:32])=[CH:28][CH:27]=2)=[CH:16][CH:15]=1. Product: [Cl:13][C:14]1[CH:15]=[CH:16][C:17]([C:20]2[N:21]=[C:22]([CH2:38][N:39]3[C:43]([CH3:44])=[N:42][N:41]=[N:40]3)[C:23]([C:33]([NH:8][N:2]3[CH2:7][CH2:6][CH2:5][CH2:4][CH2:3]3)=[O:34])=[N:24][C:25]=2[C:26]2[CH:27]=[CH:28][C:29]([Cl:32])=[CH:30][CH:31]=2)=[CH:18][CH:19]=1. The catalyst class is: 4. (3) Reactant: [F:1][C:2]([F:7])([F:6])[C:3]([OH:5])=[O:4].[F:8][C:9]([F:14])([F:13])[C:10]([OH:12])=[O:11].[F:15][C:16]([F:21])([F:20])[C:17]([OH:19])=[O:18].[CH3:22][C:23]1[CH:32]=[C:31]([CH2:33][O:34][C:35]2[CH:59]=[CH:58][C:38]([C:39]([NH:41][CH2:42][C:43]3([N:52]4[CH2:57][CH2:56][NH:55][CH2:54][CH2:53]4)[C:48](=[O:49])[NH:47][C:46](=[O:50])[NH:45][C:44]3=[O:51])=[O:40])=[CH:37][CH:36]=2)[C:30]2[C:25](=[CH:26][CH:27]=[CH:28][CH:29]=2)[N:24]=1. Product: [F:1][C:2]([F:7])([F:6])[C:3]([OH:5])=[O:4].[F:8][C:9]([F:14])([F:13])[C:10]([OH:12])=[O:11].[F:15][C:16]([F:21])([F:20])[C:17]([OH:19])=[O:18].[CH:2]([N:55]1[CH2:54][CH2:53][N:52]([C:43]2([CH2:42][NH:41][C:39](=[O:40])[C:38]3[CH:37]=[CH:36][C:35]([O:34][CH2:33][C:31]4[C:30]5[C:25](=[CH:26][CH:27]=[CH:28][CH:29]=5)[N:24]=[C:23]([CH3:22])[CH:32]=4)=[CH:59][CH:58]=3)[C:44](=[O:51])[NH:45][C:46](=[O:50])[NH:47][C:48]2=[O:49])[CH2:57][CH2:56]1)([CH3:3])[CH3:9]. The catalyst class is: 21. (4) Reactant: [Br:1][CH2:2][CH2:3][CH2:4][CH2:5][CH2:6][CH2:7][CH2:8][CH2:9][C:10]1[CH:15]=[CH:14][CH:13]=[CH:12][CH:11]=1.[N:16]1[CH:21]=[CH:20][CH:19]=[CH:18][C:17]=1[CH3:22]. Product: [Br-:1].[CH3:22][C:17]1[CH:18]=[CH:19][CH:20]=[CH:21][N+:16]=1[CH2:2][CH2:3][CH2:4][CH2:5][CH2:6][CH2:7][CH2:8][CH2:9][C:10]1[CH:15]=[CH:14][CH:13]=[CH:12][CH:11]=1. The catalyst class is: 10.